This data is from Catalyst prediction with 721,799 reactions and 888 catalyst types from USPTO. The task is: Predict which catalyst facilitates the given reaction. (1) Reactant: [CH3:1][C:2]([CH3:11])=[CH:3]/[CH:4]=[C:5](\[C:8]([CH3:10])=[CH2:9])/[CH:6]=[O:7].[BH4-].[Na+].O. Product: [CH3:1][C:2]([CH3:11])=[CH:3]/[CH:4]=[C:5](\[C:8]([CH3:10])=[CH2:9])/[CH2:6][OH:7]. The catalyst class is: 8. (2) Reactant: FC(F)(F)C([O-])=O.[F:8][C:9]1[C:10]([C:25]([NH:27][CH3:28])=[O:26])=[CH:11][C:12]2[NH:16][C:15](=[O:17])[N:14]([CH:18]3[CH2:23][CH2:22][NH2+:21][CH2:20][CH2:19]3)[C:13]=2[CH:24]=1.Cl[CH2:30][C:31]([CH:33]1[CH2:38][CH2:37][CH:36]([C:39]([F:42])([F:41])[F:40])[CH2:35][CH2:34]1)=[O:32]. Product: [F:8][C:9]1[C:10]([C:25]([NH:27][CH3:28])=[O:26])=[CH:11][C:12]2[NH:16][C:15](=[O:17])[N:14]([CH:18]3[CH2:19][CH2:20][N:21]([CH2:30][C:31](=[O:32])[CH:33]4[CH2:34][CH2:35][CH:36]([C:39]([F:40])([F:41])[F:42])[CH2:37][CH2:38]4)[CH2:22][CH2:23]3)[C:13]=2[CH:24]=1. The catalyst class is: 18. (3) Reactant: Cl.[O:2]1CCCO[CH:3]1[C:8]1[CH:13]=[CH:12][C:11]([C:14]([C:16]2[CH:21]=[CH:20][CH:19]=[CH:18][C:17]=2[C:22]([F:25])([F:24])[F:23])=[O:15])=[CH:10][CH:9]=1. Product: [F:23][C:22]([F:24])([F:25])[C:17]1[CH:18]=[CH:19][CH:20]=[CH:21][C:16]=1[C:14]([C:11]1[CH:12]=[CH:13][C:8]([CH:3]=[O:2])=[CH:9][CH:10]=1)=[O:15]. The catalyst class is: 38. (4) Reactant: [N:1]1[CH:6]=[CH:5][C:4]([CH:7]([C:10]2[CH:11]=[N:12][C:13]([C:16]([F:19])([F:18])[F:17])=[CH:14][CH:15]=2)[C:8]#[N:9])=[CH:3][CH:2]=1.N.O. Product: [N:1]1[CH:2]=[CH:3][C:4]([CH:7]([C:10]2[CH:11]=[N:12][C:13]([C:16]([F:19])([F:17])[F:18])=[CH:14][CH:15]=2)[CH2:8][NH2:9])=[CH:5][CH:6]=1. The catalyst class is: 94. (5) Reactant: Cl[C:2]1[C:11]([C@@H:12]([N:14]2[C:22](=[O:23])[C:21]3[C:16](=[CH:17][CH:18]=[CH:19][CH:20]=3)[C:15]2=[O:24])[CH3:13])=[CH:10][C:9]2[C:4](=[C:5]([Cl:25])[CH:6]=[CH:7][CH:8]=2)[N:3]=1.C([Sn](CCCC)(CCCC)[C:31]1[S:35][CH:34]=[N:33][CH:32]=1)CCC.O1CCOCC1. Product: [Cl:25][C:5]1[CH:6]=[CH:7][CH:8]=[C:9]2[C:4]=1[N:3]=[C:2]([C:31]1[S:35][CH:34]=[N:33][CH:32]=1)[C:11]([C@@H:12]([N:14]1[C:22](=[O:23])[C:21]3[C:16](=[CH:17][CH:18]=[CH:19][CH:20]=3)[C:15]1=[O:24])[CH3:13])=[CH:10]2. The catalyst class is: 73. (6) Reactant: [NH2:1][CH:2]1[NH:6][C@H:5]([C:7]([O:9][CH2:10][CH3:11])=[O:8])[CH2:4][CH2:3]1.[K+].C(O[C:16](=[O:21])[CH2:17][C:18]([O-:20])=O)C.CCN=C=NCCCN(C)C.Cl.C(N(C(C)C)CC)(C)C.[C:43]1([CH3:53])[CH:48]=[CH:47][C:46]([S:49](Cl)(=[O:51])=[O:50])=[CH:45][CH:44]=1. Product: [CH3:53][C:43]1[CH:48]=[CH:47][C:46]([S:49]([O:20][C:18]2[N:1]=[C:2]3[CH2:3][CH2:4][C@@H:5]([C:7]([O:9][CH2:10][CH3:11])=[O:8])[N:6]3[C:16](=[O:21])[CH:17]=2)(=[O:51])=[O:50])=[CH:45][CH:44]=1. The catalyst class is: 35. (7) Reactant: [C:1]1([CH:8]=[CH:7][C:5]([OH:6])=[CH:4][CH:3]=1)[OH:2].[CH2:9](Br)[CH2:10][CH2:11][CH2:12][CH2:13][CH3:14].[Na+].[I-]. Product: [CH2:9]([O:2][C:1]1[CH:8]=[CH:7][C:5]([O:6][CH2:7][CH2:8][CH2:1][CH2:3][CH2:4][CH3:5])=[CH:4][CH:3]=1)[CH2:10][CH2:11][CH2:12][CH2:13][CH3:14]. The catalyst class is: 8.